From a dataset of NCI-60 drug combinations with 297,098 pairs across 59 cell lines. Regression. Given two drug SMILES strings and cell line genomic features, predict the synergy score measuring deviation from expected non-interaction effect. (1) Drug 1: CN(C)C1=NC(=NC(=N1)N(C)C)N(C)C. Drug 2: CC1=C(C=C(C=C1)NC(=O)C2=CC=C(C=C2)CN3CCN(CC3)C)NC4=NC=CC(=N4)C5=CN=CC=C5. Cell line: MCF7. Synergy scores: CSS=-2.55, Synergy_ZIP=2.93, Synergy_Bliss=3.28, Synergy_Loewe=-1.47, Synergy_HSA=-1.09. (2) Drug 1: C1CCC(CC1)NC(=O)N(CCCl)N=O. Drug 2: C(CCl)NC(=O)N(CCCl)N=O. Cell line: SF-539. Synergy scores: CSS=17.5, Synergy_ZIP=-3.67, Synergy_Bliss=2.01, Synergy_Loewe=-8.35, Synergy_HSA=1.71. (3) Synergy scores: CSS=29.4, Synergy_ZIP=-2.06, Synergy_Bliss=0.179, Synergy_Loewe=4.01, Synergy_HSA=5.09. Cell line: NCI-H226. Drug 2: COC1=CC(=CC(=C1O)OC)C2C3C(COC3=O)C(C4=CC5=C(C=C24)OCO5)OC6C(C(C7C(O6)COC(O7)C8=CC=CS8)O)O. Drug 1: CC1OCC2C(O1)C(C(C(O2)OC3C4COC(=O)C4C(C5=CC6=C(C=C35)OCO6)C7=CC(=C(C(=C7)OC)O)OC)O)O. (4) Drug 1: CC1OCC2C(O1)C(C(C(O2)OC3C4COC(=O)C4C(C5=CC6=C(C=C35)OCO6)C7=CC(=C(C(=C7)OC)O)OC)O)O. Drug 2: CC1CCCC2(C(O2)CC(NC(=O)CC(C(C(=O)C(C1O)C)(C)C)O)C(=CC3=CSC(=N3)C)C)C. Cell line: EKVX. Synergy scores: CSS=13.3, Synergy_ZIP=-7.83, Synergy_Bliss=-0.338, Synergy_Loewe=-0.0296, Synergy_HSA=-0.740. (5) Drug 1: C1CN1C2=NC(=NC(=N2)N3CC3)N4CC4. Drug 2: C1=CC(=C2C(=C1NCCNCCO)C(=O)C3=C(C=CC(=C3C2=O)O)O)NCCNCCO. Cell line: NCIH23. Synergy scores: CSS=81.4, Synergy_ZIP=-1.15, Synergy_Bliss=-0.876, Synergy_Loewe=2.59, Synergy_HSA=6.43. (6) Drug 1: CC(C1=C(C=CC(=C1Cl)F)Cl)OC2=C(N=CC(=C2)C3=CN(N=C3)C4CCNCC4)N. Drug 2: COC1=C(C=C2C(=C1)N=CN=C2NC3=CC(=C(C=C3)F)Cl)OCCCN4CCOCC4. Cell line: COLO 205. Synergy scores: CSS=6.47, Synergy_ZIP=0.771, Synergy_Bliss=6.96, Synergy_Loewe=5.63, Synergy_HSA=5.55. (7) Drug 1: CN(C)N=NC1=C(NC=N1)C(=O)N. Drug 2: C1C(C(OC1N2C=NC3=C(N=C(N=C32)Cl)N)CO)O. Cell line: PC-3. Synergy scores: CSS=0.380, Synergy_ZIP=-2.80, Synergy_Bliss=-2.41, Synergy_Loewe=-12.1, Synergy_HSA=-3.85. (8) Drug 1: CCC1=CC2CC(C3=C(CN(C2)C1)C4=CC=CC=C4N3)(C5=C(C=C6C(=C5)C78CCN9C7C(C=CC9)(C(C(C8N6C)(C(=O)OC)O)OC(=O)C)CC)OC)C(=O)OC.C(C(C(=O)O)O)(C(=O)O)O. Drug 2: CC1C(C(CC(O1)OC2CC(OC(C2O)C)OC3=CC4=CC5=C(C(=O)C(C(C5)C(C(=O)C(C(C)O)O)OC)OC6CC(C(C(O6)C)O)OC7CC(C(C(O7)C)O)OC8CC(C(C(O8)C)O)(C)O)C(=C4C(=C3C)O)O)O)O. Cell line: SF-268. Synergy scores: CSS=20.4, Synergy_ZIP=2.26, Synergy_Bliss=2.91, Synergy_Loewe=-21.6, Synergy_HSA=2.19. (9) Drug 1: C1=CC(=C2C(=C1NCCNCCO)C(=O)C3=C(C=CC(=C3C2=O)O)O)NCCNCCO. Drug 2: C1=NC2=C(N=C(N=C2N1C3C(C(C(O3)CO)O)O)F)N. Cell line: OVCAR-5. Synergy scores: CSS=21.2, Synergy_ZIP=-9.86, Synergy_Bliss=-2.07, Synergy_Loewe=-14.2, Synergy_HSA=-1.74.